From a dataset of NCI-60 drug combinations with 297,098 pairs across 59 cell lines. Regression. Given two drug SMILES strings and cell line genomic features, predict the synergy score measuring deviation from expected non-interaction effect. Drug 1: CC12CCC(CC1=CCC3C2CCC4(C3CC=C4C5=CN=CC=C5)C)O. Drug 2: C1CN(CCN1C(=O)CCBr)C(=O)CCBr. Cell line: SNB-75. Synergy scores: CSS=15.3, Synergy_ZIP=-0.558, Synergy_Bliss=1.98, Synergy_Loewe=0.698, Synergy_HSA=1.73.